This data is from NCI-60 drug combinations with 297,098 pairs across 59 cell lines. The task is: Regression. Given two drug SMILES strings and cell line genomic features, predict the synergy score measuring deviation from expected non-interaction effect. (1) Drug 1: CN(CC1=CN=C2C(=N1)C(=NC(=N2)N)N)C3=CC=C(C=C3)C(=O)NC(CCC(=O)O)C(=O)O. Synergy scores: CSS=31.5, Synergy_ZIP=-3.35, Synergy_Bliss=-4.74, Synergy_Loewe=-47.8, Synergy_HSA=-5.64. Cell line: OVCAR-5. Drug 2: CC1=C(C(CCC1)(C)C)C=CC(=CC=CC(=CC(=O)O)C)C. (2) Drug 1: COC1=CC(=CC(=C1O)OC)C2C3C(COC3=O)C(C4=CC5=C(C=C24)OCO5)OC6C(C(C7C(O6)COC(O7)C8=CC=CS8)O)O. Drug 2: CN(CCCl)CCCl.Cl. Synergy scores: CSS=17.6, Synergy_ZIP=3.93, Synergy_Bliss=4.34, Synergy_Loewe=-12.2, Synergy_HSA=-1.01. Cell line: HS 578T.